This data is from NCI-60 drug combinations with 297,098 pairs across 59 cell lines. The task is: Regression. Given two drug SMILES strings and cell line genomic features, predict the synergy score measuring deviation from expected non-interaction effect. (1) Drug 1: CC1=C2C(C(=O)C3(C(CC4C(C3C(C(C2(C)C)(CC1OC(=O)C(C(C5=CC=CC=C5)NC(=O)C6=CC=CC=C6)O)O)OC(=O)C7=CC=CC=C7)(CO4)OC(=O)C)O)C)OC(=O)C. Drug 2: CCC1(CC2CC(C3=C(CCN(C2)C1)C4=CC=CC=C4N3)(C5=C(C=C6C(=C5)C78CCN9C7C(C=CC9)(C(C(C8N6C)(C(=O)OC)O)OC(=O)C)CC)OC)C(=O)OC)O.OS(=O)(=O)O. Cell line: HT29. Synergy scores: CSS=4.82, Synergy_ZIP=4.66, Synergy_Bliss=-1.25, Synergy_Loewe=1.41, Synergy_HSA=0.500. (2) Drug 1: C1CC(=O)NC(=O)C1N2CC3=C(C2=O)C=CC=C3N. Drug 2: C1CCC(CC1)NC(=O)N(CCCl)N=O. Cell line: SNB-19. Synergy scores: CSS=38.0, Synergy_ZIP=-7.79, Synergy_Bliss=-4.72, Synergy_Loewe=-1.53, Synergy_HSA=-2.34. (3) Drug 1: C(=O)(N)NO. Drug 2: CS(=O)(=O)OCCCCOS(=O)(=O)C. Cell line: HCC-2998. Synergy scores: CSS=15.3, Synergy_ZIP=-2.95, Synergy_Bliss=1.19, Synergy_Loewe=-0.245, Synergy_HSA=-0.597. (4) Drug 1: C1=CN(C(=O)N=C1N)C2C(C(C(O2)CO)O)O.Cl. Drug 2: C1CCC(C(C1)N)N.C(=O)(C(=O)[O-])[O-].[Pt+4]. Cell line: SK-OV-3. Synergy scores: CSS=10.2, Synergy_ZIP=-6.33, Synergy_Bliss=-1.80, Synergy_Loewe=-11.5, Synergy_HSA=-1.68.